From a dataset of Forward reaction prediction with 1.9M reactions from USPTO patents (1976-2016). Predict the product of the given reaction. Given the reactants [F:1][C:2]([F:12])([F:11])[C:3]1[N:8]=[C:7]([CH2:9][OH:10])[CH:6]=[CH:5][N:4]=1.CC(OI1(OC(C)=O)(OC(C)=O)OC(=O)C2C=CC=CC1=2)=O, predict the reaction product. The product is: [F:12][C:2]([F:1])([F:11])[C:3]1[N:8]=[C:7]([CH:9]=[O:10])[CH:6]=[CH:5][N:4]=1.